Dataset: Full USPTO retrosynthesis dataset with 1.9M reactions from patents (1976-2016). Task: Predict the reactants needed to synthesize the given product. Given the product [F:1][C:2]1[CH:10]=[CH:9][CH:8]=[C:7]2[C:3]=1[CH2:4][CH2:5][N:6]2[C:11](=[O:27])[CH:12]([C:13]1[N:18]=[C:17]([O:19][CH3:20])[CH:16]=[C:15]([N:21]2[CH2:26][CH2:25][O:24][CH2:23][CH2:22]2)[N:14]=1)[CH3:28], predict the reactants needed to synthesize it. The reactants are: [F:1][C:2]1[CH:10]=[CH:9][CH:8]=[C:7]2[C:3]=1[CH2:4][CH2:5][N:6]2[C:11](=[O:27])[CH2:12][C:13]1[N:18]=[C:17]([O:19][CH3:20])[CH:16]=[C:15]([N:21]2[CH2:26][CH2:25][O:24][CH2:23][CH2:22]2)[N:14]=1.[CH3:28][Si]([N-][Si](C)(C)C)(C)C.[K+].CI.